From a dataset of Forward reaction prediction with 1.9M reactions from USPTO patents (1976-2016). Predict the product of the given reaction. (1) Given the reactants [NH2:1][C:2]1[CH:7]=[C:6]([O:8][CH3:9])[CH:5]=[CH:4][N:3]=1.[CH3:10][O:11][C:12]1[CH:13]=[C:14]([CH:19]=[CH:20][C:21]=1[O:22][CH3:23])[C:15](=O)[CH2:16]Br, predict the reaction product. The product is: [CH3:10][O:11][C:12]1[CH:13]=[C:14]([C:15]2[N:1]=[C:2]3[CH:7]=[C:6]([O:8][CH3:9])[CH:5]=[CH:4][N:3]3[CH:16]=2)[CH:19]=[CH:20][C:21]=1[O:22][CH3:23]. (2) Given the reactants [F:1][C:2]([F:35])([F:34])[C:3]1[CH:4]=[C:5]([C@H:13]([O:15][C@@H:16]2[C@@H:20]([C:21]3[CH:26]=[CH:25][C:24]([F:27])=[CH:23][CH:22]=3)[CH2:19][N:18]([C:28]3[CH2:32][CH2:31][C:30](=[O:33])[CH:29]=3)[CH2:17]2)[CH3:14])[CH:6]=[C:7]([C:9]([F:12])([F:11])[F:10])[CH:8]=1.[Br:36]Br, predict the reaction product. The product is: [F:10][C:9]([F:11])([F:12])[C:7]1[CH:6]=[C:5]([C@H:13]([O:15][C@@H:16]2[C@@H:20]([C:21]3[CH:22]=[CH:23][C:24]([F:27])=[CH:25][CH:26]=3)[CH2:19][N:18]([C:28]3[CH2:32][CH2:31][C:30](=[O:33])[C:29]=3[Br:36])[CH2:17]2)[CH3:14])[CH:4]=[C:3]([C:2]([F:1])([F:34])[F:35])[CH:8]=1. (3) Given the reactants [OH:1][N:2]=[C:3]([C:14]#[N:15])[C:4]1[CH:9]=[CH:8][C:7]([O:10][CH3:11])=[C:6]([O:12][CH3:13])[CH:5]=1.[CH3:16][CH:17]([S:19](Cl)(=[O:21])=[O:20])[CH3:18], predict the reaction product. The product is: [CH3:16][CH:17]([S:19]([O:1][N:2]=[C:3]([C:14]#[N:15])[C:4]1[CH:9]=[CH:8][C:7]([O:10][CH3:11])=[C:6]([O:12][CH3:13])[CH:5]=1)(=[O:21])=[O:20])[CH3:18]. (4) Given the reactants [CH2:1]([C@@H:8]([CH2:12][CH2:13][C@H:14]([CH2:34][C:35]1[CH:40]=[CH:39][CH:38]=[CH:37][CH:36]=1)[C:15]([NH:17][C@H:18]1[CH2:24][CH2:23][S:22][C@H:21]2[CH2:25][CH2:26][CH2:27][C@@H:28]([C:29]([O:31][CH3:32])=[O:30])[N:20]2[C:19]1=[O:33])=[O:16])[C:9](O)=[O:10])[C:2]1[CH:7]=[CH:6][CH:5]=[CH:4][CH:3]=1.[NH2:41][C@H:42]1[CH2:49][CH2:48][CH2:47][CH2:46][CH2:45][N:44]([C:50]2[CH:55]=[CH:54][CH:53]=[CH:52][CH:51]=2)[C:43]1=[O:56], predict the reaction product. The product is: [CH2:34]([C@@H:14]([CH2:13][CH2:12][C@H:8]([CH2:1][C:2]1[CH:3]=[CH:4][CH:5]=[CH:6][CH:7]=1)[C:9](=[O:10])[NH:41][C@H:42]1[CH2:49][CH2:48][CH2:47][CH2:46][CH2:45][N:44]([C:50]2[CH:55]=[CH:54][CH:53]=[CH:52][CH:51]=2)[C:43]1=[O:56])[C:15]([NH:17][C@H:18]1[CH2:24][CH2:23][S:22][C@H:21]2[CH2:25][CH2:26][CH2:27][C@@H:28]([C:29]([O:31][CH3:32])=[O:30])[N:20]2[C:19]1=[O:33])=[O:16])[C:35]1[CH:40]=[CH:39][CH:38]=[CH:37][CH:36]=1.